Dataset: Catalyst prediction with 721,799 reactions and 888 catalyst types from USPTO. Task: Predict which catalyst facilitates the given reaction. (1) Reactant: C([N:8]1[CH2:17][CH2:16][C:15]2[N:14]=[C:13]([Cl:18])[CH:12]=[CH:11][C:10]=2[CH2:9]1)C1C=CC=CC=1.[CH2:19]([Mg]Br)[CH:20]([CH3:22])[CH3:21]. Product: [ClH:18].[CH2:19]([C:13]1[CH:12]=[CH:11][C:10]2[CH2:9][NH:8][CH2:17][CH2:16][C:15]=2[N:14]=1)[CH:20]([CH3:22])[CH3:21]. The catalyst class is: 1. (2) Reactant: N#N.C(OC(=O)[NH:9][C:10]1[N:11]=[C:12]([CH2:15][C:16]2[S:17][C:18]([C:21](=[O:23])[CH3:22])=[CH:19][CH:20]=2)[S:13][CH:14]=1)(C)(C)C.[ClH:25]. Product: [ClH:25].[NH2:9][C:10]1[N:11]=[C:12]([CH2:15][C:16]2[S:17][C:18]([C:21](=[O:23])[CH3:22])=[CH:19][CH:20]=2)[S:13][CH:14]=1. The catalyst class is: 135.